This data is from Full USPTO retrosynthesis dataset with 1.9M reactions from patents (1976-2016). The task is: Predict the reactants needed to synthesize the given product. (1) Given the product [CH2:1]([O:3][C:4](=[O:20])[C:5]([O:8][C:9]1[CH:14]=[CH:13][C:12]([O:30][C:28](=[O:29])[CH3:24])=[C:11]([F:18])[C:10]=1[CH3:19])([CH3:6])[CH3:7])[CH3:2], predict the reactants needed to synthesize it. The reactants are: [CH2:1]([O:3][C:4](=[O:20])[C:5]([O:8][C:9]1[CH:14]=[CH:13][C:12](C(=O)C)=[C:11]([F:18])[C:10]=1[CH3:19])([CH3:7])[CH3:6])[CH3:2].ClC1C=CC=[C:24]([C:28]([O:30]O)=[O:29])C=1. (2) Given the product [CH3:1][N:2]([CH3:18])[C:3]1[C:8]([C:9]([OH:11])=[O:10])=[CH:7][N:6]=[C:5]([S:14][CH2:15][CH2:16][CH3:17])[N:4]=1, predict the reactants needed to synthesize it. The reactants are: [CH3:1][N:2]([CH3:18])[C:3]1[C:8]([C:9]([O:11]CC)=[O:10])=[CH:7][N:6]=[C:5]([S:14][CH2:15][CH2:16][CH3:17])[N:4]=1.C(SC1N=C(SCCC)C(C(O)=O)=CN=1)CC.